This data is from Experimentally validated miRNA-target interactions with 360,000+ pairs, plus equal number of negative samples. The task is: Binary Classification. Given a miRNA mature sequence and a target amino acid sequence, predict their likelihood of interaction. (1) The miRNA is hsa-miR-6126 with sequence GUGAAGGCCCGGCGGAGA. The protein sequence of the target gene is MPELAVQKVVVHPLVLLSVVDHFNRIGKVGNQKRVVGVLLGSWQKKVLDVSNSFAVPFDEDDKDDSVWFLDHDYLENMYGMFKKVNARERIVGWYHTGPKLHKNDIAINELMKRYCPNSVLVIIDVKPKDLGLPTEAYISVEEVHDDGTPTSKTFEHVTSEIGAEEAEEVGVEHLLRDIKDTTVGTLSQRITNQVHGLKGLNSKLLDIRSYLEKVATGKLPINHQIIYQLQDVFNLLPDVSLQEFVKAFYLKTNDQMVVVYLASLIRSVVALHNLINNKIANRDAEKKEGQEKEESKKDR.... Result: 1 (interaction). (2) The miRNA is hsa-miR-3117-5p with sequence AGACACUAUACGAGUCAUAU. The protein sequence of the target gene is MNLETGSRGSEFGMSAVSCGNGKLRQWLIDQIDSGKYPGLVWENEEKSVFRIPWKHAGKQDYNREEDAALFKAWALFKGKFREGIDKPDPPTWKTRLRCALNKSNDFEELVERSQLDISDPYKVYRIVPEGAKKGAKQLTLDDTQMAMGHPYPMTAPYGSLPAQQVHNYMMPPHDRSWRDYAPDQSHPEIPYQCPVTFGPRGHHWQGPSCENGCQVTGTFYACAPPESQAPGIPIEPSIRSAEALALSDCRLHICLYYRDILVKELTTTSPEGCRISHGHTYDVSNLDQVLFPYPDDNGQ.... Result: 0 (no interaction). (3) The miRNA is mmu-miR-132-3p with sequence UAACAGUCUACAGCCAUGGUCG. The protein sequence of the target gene is MVLDPKEKMPDDGASGDHGDSASLGAINPAYSNSSLPHSTGDSEEPFTTYFDEKIPIPEEEYSCFSFRKLWAFTGPGFLMSIAYLDPGNIESDLQSGAVAGFKLLWVLLLATIVGLLLQRLAARLGVVTGLHLAEVCHRQYPKVPRIILWLMVELAIIGSDMQEVIGSAIAINLLSAGRVPLWGGVLITIADTFVFLFLDKYGLRKLEAFFGFLITIMALTFGYEYITVKPSQSQVLRGMFVPSCPGCRTPQVEQAVGIVGAVIMPHNMYLHSALVKSRQVNRANKQEVREANKYFFIES.... Result: 1 (interaction).